From a dataset of Forward reaction prediction with 1.9M reactions from USPTO patents (1976-2016). Predict the product of the given reaction. (1) The product is: [N:15]1[O:21][N:9]=[C:8]2[CH:6]=[C:5]([C:4]#[N:3])[CH:1]=[CH:2][C:14]=12. Given the reactants [CH2:1]1[CH:5]2[CH:6]([C:8]3ON=C(N)[N:9]=3)C[N:3]([CH2:4]2)[CH2:2]1.[C:14]([Cu])#[N:15].CN(C=[O:21])C, predict the reaction product. (2) Given the reactants I[C:2]1[C:10]2[C:5](=[CH:6][CH:7]=[CH:8][C:9]=2[N+:11]([O-:13])=[O:12])[N:4]([CH2:14][C:15]2[CH:16]=[N:17][C:18]([CH3:21])=[CH:19][CH:20]=2)[N:3]=1.N1C2C(=CC=C3C=2N=CC=C3)C=CC=1.[F-].[K+].[CH3:38][OH:39], predict the reaction product. The product is: [CH3:38][O:39][C:2]1[C:10]2[C:5](=[CH:6][CH:7]=[CH:8][C:9]=2[N+:11]([O-:13])=[O:12])[N:4]([CH2:14][C:15]2[CH:16]=[N:17][C:18]([CH3:21])=[CH:19][CH:20]=2)[N:3]=1. (3) Given the reactants [Cl:1][C:2]1[CH:3]=[N:4][C:5]2[C:10]([C:11]=1[CH2:12][CH2:13][N:14]1[CH2:18][CH2:17][C@@H:16]([CH2:19][NH2:20])[CH2:15]1)=[N:9][C:8]([O:21][CH3:22])=[CH:7][CH:6]=2.[O:23]=[C:24]1[CH2:29][S:28][C:27]2[CH:30]=[CH:31][C:32]([CH:34]=O)=[N:33][C:26]=2[NH:25]1.[O-]S([O-])(=O)=O.[Na+].[Na+].C([O-])(O)=O.[Na+].[BH4-].[Na+], predict the reaction product. The product is: [Cl:1][C:2]1[CH:3]=[N:4][C:5]2[C:10]([C:11]=1[CH2:12][CH2:13][N:14]1[CH2:18][CH2:17][C@@H:16]([CH2:19][NH:20][CH2:34][C:32]3[CH:31]=[CH:30][C:27]4[S:28][CH2:29][C:24](=[O:23])[NH:25][C:26]=4[N:33]=3)[CH2:15]1)=[N:9][C:8]([O:21][CH3:22])=[CH:7][CH:6]=2. (4) The product is: [N:4]1[NH:3][N:2]=[N:1][C:5]=1[C:6]1[CH:7]=[CH:8][C:9]([C:10]([NH:37][C:38]2[CH:46]=[CH:45][C:41]([C:42]([OH:44])=[O:43])=[CH:40][CH:39]=2)=[O:12])=[CH:13][CH:14]=1. Given the reactants [N:1]1[NH:2][N:3]=[N:4][C:5]=1[C:6]1[CH:14]=[CH:13][C:9]([C:10]([OH:12])=O)=[CH:8][CH:7]=1.C1C=NC2N(O)N=NC=2C=1.Cl.C(N=C=NCCCN(C)C)C.[NH2:37][C:38]1[CH:46]=[CH:45][C:41]([C:42]([OH:44])=[O:43])=[CH:40][CH:39]=1.Cl, predict the reaction product. (5) Given the reactants [F:1][C:2]1[CH:7]=[CH:6][C:5]([O:8][CH3:9])=[CH:4][C:3]=1[C:10]1[CH:15]=[CH:14][C:13]([CH2:16][OH:17])=[CH:12][C:11]=1[C:18]1([O:23][CH3:24])[CH2:22][CH2:21][CH2:20][CH2:19]1.[CH3:25][S:26](Cl)(=[O:28])=[O:27], predict the reaction product. The product is: [F:1][C:2]1[CH:7]=[CH:6][C:5]([O:8][CH3:9])=[CH:4][C:3]=1[C:10]1[CH:15]=[CH:14][C:13]([CH2:16][O:17][S:26]([CH3:25])(=[O:28])=[O:27])=[CH:12][C:11]=1[C:18]1([O:23][CH3:24])[CH2:19][CH2:20][CH2:21][CH2:22]1.